This data is from Peptide-MHC class I binding affinity with 185,985 pairs from IEDB/IMGT. The task is: Regression. Given a peptide amino acid sequence and an MHC pseudo amino acid sequence, predict their binding affinity value. This is MHC class I binding data. (1) The peptide sequence is LLAPITAYA. The MHC is HLA-A68:02 with pseudo-sequence HLA-A68:02. The binding affinity (normalized) is 0.961. (2) The peptide sequence is CIAIGIITL. The MHC is HLA-A01:01 with pseudo-sequence HLA-A01:01. The binding affinity (normalized) is 0. (3) The peptide sequence is FTGEYLLRL. The MHC is HLA-A29:02 with pseudo-sequence HLA-A29:02. The binding affinity (normalized) is 0.0847.